This data is from Full USPTO retrosynthesis dataset with 1.9M reactions from patents (1976-2016). The task is: Predict the reactants needed to synthesize the given product. (1) Given the product [CH3:16][C:17]([CH2:28][CH:29]=[CH2:30])([CH2:23][OH:24])[CH2:18][OH:19], predict the reactants needed to synthesize it. The reactants are: C(C(CC)=CCCC(C(O)=O)C(O)=O)C.[CH3:16][C:17]([CH2:28][CH:29]=[CH2:30])([C:23](OCC)=[O:24])[C:18](OCC)=[O:19].[H-].[Al+3].[Li+].[H-].[H-].[H-].O.[OH-].[Na+]. (2) The reactants are: [Cl:1][C:2]1[CH:14]=[CH:13][CH:12]=[CH:11][C:3]=1[C:4]([NH:6][NH:7][C:8](=[NH:10])[NH2:9])=O. Given the product [Cl:1][C:2]1[CH:14]=[CH:13][CH:12]=[CH:11][C:3]=1[C:4]1[N:9]=[C:8]([NH2:10])[NH:7][N:6]=1, predict the reactants needed to synthesize it. (3) Given the product [C:1]([O:5][C:6]([N:8]1[CH:17]2[CH2:18][CH2:19][CH:9]1[C:10]1[C:11]([O:28][CH3:33])=[C:12]([NH:20][C:21]([O:23][C:24]([CH3:27])([CH3:26])[CH3:25])=[O:22])[CH:13]=[CH:14][C:15]=1[CH2:16]2)=[O:7])([CH3:4])([CH3:3])[CH3:2], predict the reactants needed to synthesize it. The reactants are: [C:1]([O:5][C:6]([N:8]1[CH:17]2[CH2:18][CH2:19][CH:9]1[C:10]1[C:11]([OH:28])=[C:12]([NH:20][C:21]([O:23][C:24]([CH3:27])([CH3:26])[CH3:25])=[O:22])[CH:13]=[CH:14][C:15]=1[CH2:16]2)=[O:7])([CH3:4])([CH3:3])[CH3:2].S(OC)(O[CH3:33])(=O)=O.C(=O)([O-])[O-].[Cs+].[Cs+].O1CCOCC1.